This data is from NCI-60 drug combinations with 297,098 pairs across 59 cell lines. The task is: Regression. Given two drug SMILES strings and cell line genomic features, predict the synergy score measuring deviation from expected non-interaction effect. (1) Drug 1: CCC1=C2CN3C(=CC4=C(C3=O)COC(=O)C4(CC)O)C2=NC5=C1C=C(C=C5)O. Drug 2: CCCCC(=O)OCC(=O)C1(CC(C2=C(C1)C(=C3C(=C2O)C(=O)C4=C(C3=O)C=CC=C4OC)O)OC5CC(C(C(O5)C)O)NC(=O)C(F)(F)F)O. Cell line: NCI-H226. Synergy scores: CSS=22.7, Synergy_ZIP=-2.03, Synergy_Bliss=2.34, Synergy_Loewe=-5.50, Synergy_HSA=-7.17. (2) Drug 1: CCCCC(=O)OCC(=O)C1(CC(C2=C(C1)C(=C3C(=C2O)C(=O)C4=C(C3=O)C=CC=C4OC)O)OC5CC(C(C(O5)C)O)NC(=O)C(F)(F)F)O. Drug 2: C1CCC(C(C1)N)N.C(=O)(C(=O)[O-])[O-].[Pt+4]. Cell line: 786-0. Synergy scores: CSS=26.3, Synergy_ZIP=-9.36, Synergy_Bliss=-12.4, Synergy_Loewe=-20.5, Synergy_HSA=-9.13. (3) Drug 1: C(CCl)NC(=O)N(CCCl)N=O. Drug 2: CC12CCC3C(C1CCC2OP(=O)(O)O)CCC4=C3C=CC(=C4)OC(=O)N(CCCl)CCCl.[Na+]. Cell line: SK-MEL-2. Synergy scores: CSS=8.04, Synergy_ZIP=7.67, Synergy_Bliss=11.2, Synergy_Loewe=-10.6, Synergy_HSA=1.37.